From a dataset of Forward reaction prediction with 1.9M reactions from USPTO patents (1976-2016). Predict the product of the given reaction. Given the reactants O1CCCC1.[F:6][C:7]1[CH:24]=[CH:23][CH:22]=[CH:21][C:8]=1[O:9][C:10]1[CH:15]=[CH:14][C:13]([CH2:16][C:17](Cl)=[N:18][OH:19])=[CH:12][CH:11]=1.[C:25]([C:27]1[C:28]([NH2:34])=[N:29][C:30]([NH2:33])=[CH:31][CH:32]=1)#[CH:26].C(N(CC)CC)C, predict the reaction product. The product is: [F:6][C:7]1[CH:24]=[CH:23][CH:22]=[CH:21][C:8]=1[O:9][C:10]1[CH:15]=[CH:14][C:13]([CH2:16][C:17]2[CH:26]=[C:25]([C:27]3[C:28]([NH2:34])=[N:29][C:30]([NH2:33])=[CH:31][CH:32]=3)[O:19][N:18]=2)=[CH:12][CH:11]=1.